Dataset: Forward reaction prediction with 1.9M reactions from USPTO patents (1976-2016). Task: Predict the product of the given reaction. (1) The product is: [Br:1][C:2]1[CH:3]=[C:4]([CH:5]2[C:35]3[C:36](=[O:38])[CH2:37][CH:32]([CH2:29][CH2:30][CH3:31])[CH2:33][C:34]=3[NH:28][C:24]([CH3:23])=[C:25]2[C:26]#[N:27])[CH:7]=[C:8]([N+:20]([O-:22])=[O:21])[C:9]=1[O:10][CH2:11][C:12]1[CH:17]=[CH:16][CH:15]=[C:14]([O:18][CH3:19])[CH:13]=1. Given the reactants [Br:1][C:2]1[CH:3]=[C:4]([CH:7]=[C:8]([N+:20]([O-:22])=[O:21])[C:9]=1[O:10][CH2:11][C:12]1[CH:17]=[CH:16][CH:15]=[C:14]([O:18][CH3:19])[CH:13]=1)[CH:5]=O.[CH3:23]/[C:24](/[NH2:28])=[CH:25]\[C:26]#[N:27].[CH2:29]([CH:32]1[CH2:37][C:36](=[O:38])[CH2:35][C:34](=O)[CH2:33]1)[CH2:30][CH3:31], predict the reaction product. (2) Given the reactants [CH2:1]([C:4]1[C:5]([Cl:11])=[N:6][CH:7]=[N:8][C:9]=1[Cl:10])[CH:2]=C.I([O-])(=O)(=O)=[O:13].[Na+], predict the reaction product. The product is: [Cl:11][C:5]1[C:4]([CH2:1][CH:2]=[O:13])=[C:9]([Cl:10])[N:8]=[CH:7][N:6]=1.